Task: Regression. Given a peptide amino acid sequence and an MHC pseudo amino acid sequence, predict their binding affinity value. This is MHC class I binding data.. Dataset: Peptide-MHC class I binding affinity with 185,985 pairs from IEDB/IMGT (1) The peptide sequence is LPWFLDTTI. The MHC is HLA-B46:01 with pseudo-sequence HLA-B46:01. The binding affinity (normalized) is 0.0847. (2) The peptide sequence is VMWAGPWSS. The MHC is HLA-B57:01 with pseudo-sequence HLA-B57:01. The binding affinity (normalized) is 0.0847.